The task is: Predict the reactants needed to synthesize the given product.. This data is from Full USPTO retrosynthesis dataset with 1.9M reactions from patents (1976-2016). (1) Given the product [F:16][C:17]1[C:22]([F:23])=[CH:21][CH:20]=[CH:19][C:18]=1[C:24]1[N:29]=[C:28]([N:30]2[CH2:31][CH2:32][N:33]([C:8]([NH:7][C:5]3[O:4][N:3]=[C:2]([CH3:1])[CH:6]=3)=[O:15])[CH2:34][CH2:35]2)[CH:27]=[CH:26][CH:25]=1, predict the reactants needed to synthesize it. The reactants are: [CH3:1][C:2]1[CH:6]=[C:5]([NH:7][C:8](=[O:15])OCC(Cl)(Cl)Cl)[O:4][N:3]=1.[F:16][C:17]1[C:22]([F:23])=[CH:21][CH:20]=[CH:19][C:18]=1[C:24]1[N:29]=[C:28]([N:30]2[CH2:35][CH2:34][NH:33][CH2:32][CH2:31]2)[CH:27]=[CH:26][CH:25]=1. (2) Given the product [Cl:1][C:2]1[CH:7]=[C:6]([OH:8])[CH:5]=[N:4][C:3]=1[C:9]([OH:11])([CH3:14])[CH3:10], predict the reactants needed to synthesize it. The reactants are: [Cl:1][C:2]1[C:3]([C:9](=[O:11])[CH3:10])=[N:4][CH:5]=[C:6]([OH:8])[CH:7]=1.Br[Mg][CH3:14].C(OCC)C.[Cl-].[Na+]. (3) The reactants are: C([O:4][C@H:5]([CH2:11][C:12]1[CH:17]=[CH:16][CH:15]=[CH:14][C:13]=1[OH:18])[C:6]([O:8][CH2:9][CH3:10])=[O:7])(=O)C.[O-]CC.[Na+]. Given the product [OH:4][C@H:5]([CH2:11][C:12]1[CH:17]=[CH:16][CH:15]=[CH:14][C:13]=1[OH:18])[C:6]([O:8][CH2:9][CH3:10])=[O:7], predict the reactants needed to synthesize it. (4) Given the product [NH2:24][C:23]1[CH:22]=[CH:21][C:4]([O:5][C:6]2[CH:7]=[CH:8][C:9]3[N:10]([CH:12]=[C:13]([NH:15][C:16]([CH:18]4[CH2:20][CH2:19]4)=[O:17])[N:14]=3)[CH:11]=2)=[CH:3][C:2]=1[Cl:1], predict the reactants needed to synthesize it. The reactants are: [Cl:1][C:2]1[CH:3]=[C:4]([CH:21]=[CH:22][C:23]=1[N+:24]([O-])=O)[O:5][C:6]1[CH:7]=[CH:8][C:9]2[N:10]([CH:12]=[C:13]([NH:15][C:16]([CH:18]3[CH2:20][CH2:19]3)=[O:17])[N:14]=2)[CH:11]=1.[Cl-].[NH4+].C(O)C.O1CCCC1. (5) Given the product [CH2:17]([O:10][C:9]1[C:2]([Br:1])=[C:3]([CH:6]=[CH:7][CH:8]=1)[CH:4]=[O:5])[C:18]1[CH:23]=[CH:22][CH:21]=[CH:20][CH:19]=1, predict the reactants needed to synthesize it. The reactants are: [Br:1][C:2]1[C:9]([OH:10])=[CH:8][CH:7]=[CH:6][C:3]=1[CH:4]=[O:5].C(=O)([O-])[O-].[K+].[K+].[CH2:17](Br)[C:18]1[CH:23]=[CH:22][CH:21]=[CH:20][CH:19]=1. (6) Given the product [Cl:1][CH2:23][CH:21]([OH:22])[CH2:20][O:19][C:6]1[CH:5]=[C:4]([O:3][CH3:2])[C:17]2[C:16](=[O:18])[C:15]3[C:10]([O:9][C:8]=2[CH:7]=1)=[CH:11][CH:12]=[CH:13][CH:14]=3, predict the reactants needed to synthesize it. The reactants are: [ClH:1].[CH3:2][O:3][C:4]1[C:17]2[C:16](=[O:18])[C:15]3[C:10](=[CH:11][CH:12]=[CH:13][CH:14]=3)[O:9][C:8]=2[CH:7]=[C:6]([O:19][CH2:20][CH:21]2[CH2:23][O:22]2)[CH:5]=1. (7) Given the product [CH3:7][C@H:8]1[C@@H:9]([C:13]2[N:17]3[C:18]4[CH:24]=[CH:23][N:22]([S:25]([C:28]5[CH:29]=[CH:30][C:31]([CH3:32])=[CH:33][CH:34]=5)(=[O:27])=[O:26])[C:19]=4[N:20]=[CH:21][C:16]3=[N:15][CH:14]=2)[CH2:10][N:11]([C:38]([NH:4][CH2:3][C:2]([F:6])([F:5])[F:1])=[O:39])[CH2:12]1, predict the reactants needed to synthesize it. The reactants are: [F:1][C:2]([F:6])([F:5])[CH2:3][NH2:4].[CH3:7][C@@H:8]1[CH2:12][NH:11][CH2:10][C@@H:9]1[C:13]1[N:17]2[C:18]3[CH:24]=[CH:23][N:22]([S:25]([C:28]4[CH:34]=[CH:33][C:31]([CH3:32])=[CH:30][CH:29]=4)(=[O:27])=[O:26])[C:19]=3[N:20]=[CH:21][C:16]2=[N:15][CH:14]=1.CN([CH:38]=[O:39])C. (8) Given the product [C:1]([O:5][C:6]([N:8]1[CH2:9][CH:10]([CH2:12][C:13]2[N:14]([CH3:40])[C:15]3[C:20]([N:21]=2)=[C:19]([N:22]2[CH2:27][CH2:26][O:25][CH2:24][CH2:23]2)[N:18]=[C:17]([N:28]2[C:32]4[CH:33]=[CH:34][CH:35]=[CH:36][C:31]=4[N:30]=[C:29]2[C@H:37]([OH:39])[CH3:38])[N:16]=3)[CH2:11]1)=[O:7])([CH3:4])([CH3:3])[CH3:2], predict the reactants needed to synthesize it. The reactants are: [C:1]([O:5][C:6]([N:8]1[CH2:11][C:10](=[CH:12][C:13]2[N:14]([CH3:40])[C:15]3[C:20]([N:21]=2)=[C:19]([N:22]2[CH2:27][CH2:26][O:25][CH2:24][CH2:23]2)[N:18]=[C:17]([N:28]2[C:32]4[CH:33]=[CH:34][CH:35]=[CH:36][C:31]=4[N:30]=[C:29]2[C@H:37]([OH:39])[CH3:38])[N:16]=3)[CH2:9]1)=[O:7])([CH3:4])([CH3:3])[CH3:2].